Dataset: Forward reaction prediction with 1.9M reactions from USPTO patents (1976-2016). Task: Predict the product of the given reaction. (1) Given the reactants Br[C:2]1[S:3][CH:4]=[CH:5][CH:6]=1.[Mg].II.[CH3:10][N:11]1[CH2:16][CH2:15][CH:14]([CH2:17][O:18][C:19](=[O:27])[C:20](=[O:26])[C:21]2[S:22][CH:23]=[CH:24][CH:25]=2)[CH2:13][CH2:12]1.[Cl-].[NH4+], predict the reaction product. The product is: [CH3:10][N:11]1[CH2:16][CH2:15][CH:14]([CH2:17][O:18][C:19](=[O:27])[C:20]([OH:26])([C:21]2[S:22][CH:23]=[CH:24][CH:25]=2)[C:2]2[S:3][CH:4]=[CH:5][CH:6]=2)[CH2:13][CH2:12]1. (2) Given the reactants [NH2:1][CH2:2][CH2:3][N:4]([CH:9]1[CH:13]([O:14][Si](C(C)(C)C)(C)C)[CH2:12][N:11]([C:22](=[O:30])[C:23]2[CH:28]=[CH:27][C:26]([Cl:29])=[CH:25][CH:24]=2)[CH2:10]1)[C:5](=[O:8])[CH2:6]Cl.NCCN(C1C(O)CN(C(=O)C2C=CC(Cl)=CC=2)C1)C(=O)CCl.C([O-])([O-])=O.[K+].[K+].CCOC(C)=O, predict the reaction product. The product is: [Cl:29][C:26]1[CH:27]=[CH:28][C:23]([C:22]([N:11]2[CH2:12][CH:13]([OH:14])[CH:9]([N:4]3[CH2:3][CH2:2][NH:1][CH2:6][C:5]3=[O:8])[CH2:10]2)=[O:30])=[CH:24][CH:25]=1. (3) Given the reactants [NH2:1][C:2]1[N:7]=[C:6]([C:8]#[N:9])[C:5]([C:10]2[CH:15]=[CH:14][C:13](B3OC(C)(C)C(C)(C)O3)=[CH:12][C:11]=2[F:25])=[N:4][CH:3]=1.Br[C:27]1[CH:39]=[CH:38][CH:37]=[CH:36][C:28]=1[O:29][C:30]1[N:35]=[CH:34][CH:33]=[CH:32][N:31]=1, predict the reaction product. The product is: [NH2:1][C:2]1[N:7]=[C:6]([C:8]#[N:9])[C:5]([C:10]2[CH:15]=[CH:14][C:13]([C:27]3[CH:39]=[CH:38][CH:37]=[CH:36][C:28]=3[O:29][C:30]3[N:31]=[CH:32][CH:33]=[CH:34][N:35]=3)=[CH:12][C:11]=2[F:25])=[N:4][CH:3]=1.